This data is from Reaction yield outcomes from USPTO patents with 853,638 reactions. The task is: Predict the reaction yield, written as a fraction of the theoretical maximum amount of product (1.0 means a 100% yield; for example, 0.34 means a 34% yield). (1) The reactants are [Br:1][C:2]1[CH:9]=[CH:8][C:5]([CH:6]=[O:7])=[C:4]([OH:10])[CH:3]=1.C([O-])([O-])=O.[K+].[K+].Br[CH:18]([CH3:21])[C:19]#[CH:20]. The catalyst is CN(C=O)C. The product is [Br:1][C:2]1[CH:9]=[CH:8][C:5]([CH:6]=[O:7])=[C:4]([O:10][CH:19]([C:18]#[CH:21])[CH3:20])[CH:3]=1. The yield is 0.740. (2) The reactants are [CH:1]1[C:9]2[C:8]3[CH:10]=[CH:11][CH:12]=[CH:13][C:7]=3[O:6][C:5]=2[C:4]([C:14]2[CH:15]=[C:16]([NH:21][C:22]3[CH:27]=[CH:26][CH:25]=[CH:24][CH:23]=3)[C:17]([NH2:20])=[CH:18][CH:19]=2)=[CH:3][CH:2]=1.BrC1C=C(C)C(C)=CC=1.C(=O)([O-])[O-].[K+].[K+].C[CH:44]([C:46]1[CH:51]=[C:50](C(C)C)[C:49](C2C(P(C3CCCCC3)C3CCCCC3)=C(OC)C=CC=2OC)=[C:48]([CH:78](C)C)[CH:47]=1)C. The catalyst is CC(C1C=C(C(C)C)C(C2C(P(C3CCCCC3)C3CCCCC3)=C(OC)C=CC=2OC)=C(C(C)C)C=1)C.C1C=[C-]C(CCN)=CC=1.Cl[Pd+].ClCCl.C(O)(C)(C)C. The product is [CH:1]1[C:9]2[C:8]3[CH:10]=[CH:11][CH:12]=[CH:13][C:7]=3[O:6][C:5]=2[C:4]([C:14]2[CH:15]=[C:16]([NH:21][C:22]3[CH:27]=[CH:26][CH:25]=[CH:24][CH:23]=3)[C:17]([NH:20][C:50]3[CH:49]=[C:48]([CH3:78])[CH:47]=[C:46]([CH3:44])[CH:51]=3)=[CH:18][CH:19]=2)=[CH:3][CH:2]=1. The yield is 0.810. (3) The reactants are [CH3:1][CH:2]([CH3:19])[CH:3]([C:9]1[CH:14]=[CH:13][C:12]([NH:15]C(=O)C)=[CH:11][CH:10]=1)[N:4]1[CH:8]=[N:7][CH:6]=[N:5]1.[NH4+].[OH-]. The catalyst is Cl. The product is [CH3:1][CH:2]([CH3:19])[CH:3]([C:9]1[CH:14]=[CH:13][C:12]([NH2:15])=[CH:11][CH:10]=1)[N:4]1[CH:8]=[N:7][CH:6]=[N:5]1. The yield is 0.750. (4) The reactants are [N:1]1[NH:2][N:3]=[N:4][C:5]=1[NH2:6].Cl[CH2:8][C:9]1[C:10]([CH3:15])=[N:11][O:12][C:13]=1[CH3:14].C(=O)([O-])[O-].[K+].[K+]. The catalyst is CN(C=O)C.ClCCl. The product is [CH3:15][C:10]1[C:9]([CH2:8][N:2]2[N:3]=[N:4][C:5]([NH2:6])=[N:1]2)=[C:13]([CH3:14])[O:12][N:11]=1. The yield is 0.400. (5) The reactants are [CH:1]([C:4]1[CH:9]=[CH:8][C:7]([C:10]2[C:14]3[C:15]([CH3:21])=[C:16]([CH3:20])[C:17]([CH3:19])=[CH:18][C:13]=3[O:12][CH:11]=2)=[CH:6][CH:5]=1)([CH3:3])[CH3:2]. The catalyst is CO. The product is [CH:1]([C:4]1[CH:5]=[CH:6][C:7]([CH:10]2[C:14]3[C:15]([CH3:21])=[C:16]([CH3:20])[C:17]([CH3:19])=[CH:18][C:13]=3[O:12][CH2:11]2)=[CH:8][CH:9]=1)([CH3:3])[CH3:2]. The yield is 0.740. (6) The product is [NH2:1][C:4]1[CH:9]=[CH:8][CH:7]=[CH:6][C:5]=1[S:10]([NH:13][C:14]1[CH:23]=[CH:22][C:21]2[CH2:20][CH2:19][CH2:18][CH2:17][C:16]=2[C:15]=1[C:24]([O:26][CH3:27])=[O:25])(=[O:12])=[O:11]. The catalyst is [Ni].C(OCC)(=O)C. The yield is 0.970. The reactants are [N+:1]([C:4]1[CH:9]=[CH:8][CH:7]=[CH:6][C:5]=1[S:10]([NH:13][C:14]1[CH:23]=[CH:22][C:21]2[CH2:20][CH2:19][CH2:18][CH2:17][C:16]=2[C:15]=1[C:24]([O:26][CH3:27])=[O:25])(=[O:12])=[O:11])([O-])=O.CO. (7) The reactants are CC1(C)C(C)(C)OB([C:9]2[CH:17]=[CH:16][CH:15]=[C:14]3[C:10]=2[CH:11]=[CH:12][NH:13]3)O1.N1[C:27]2[CH:26]=[CH:25][CH:24]=[C:23](B([O-])[O-])[C:22]=2C=C1.BrC1C=CC=CC=1.[OH-].[Na+]. The catalyst is C1COCC1.[Pd]. The product is [C:22]1([C:9]2[CH:17]=[CH:16][CH:15]=[C:14]3[C:10]=2[CH:11]=[CH:12][NH:13]3)[CH:23]=[CH:24][CH:25]=[CH:26][CH:27]=1. The yield is 0.780.